This data is from Full USPTO retrosynthesis dataset with 1.9M reactions from patents (1976-2016). The task is: Predict the reactants needed to synthesize the given product. (1) Given the product [CH2:21]([O:8][C:6]1[CH:5]=[C:4]([F:9])[C:3]([C:10]2[N:15]=[C:14]([C:16]([O:18][CH3:19])=[O:17])[CH:13]=[CH:12][C:11]=2[F:20])=[C:2]([F:1])[CH:7]=1)[CH3:22], predict the reactants needed to synthesize it. The reactants are: [F:1][C:2]1[CH:7]=[C:6]([OH:8])[CH:5]=[C:4]([F:9])[C:3]=1[C:10]1[N:15]=[C:14]([C:16]([O:18][CH3:19])=[O:17])[CH:13]=[CH:12][C:11]=1[F:20].[CH2:21](O)[CH3:22].C1(P(C2C=CC=CC=2)C2C=CC=CC=2)C=CC=CC=1.N(C(OC(C)C)=O)=NC(OC(C)C)=O. (2) The reactants are: [F:1][CH:2]([F:42])[C:3]1[CH:12]=[C:11]2[C:6]([CH2:7][CH2:8][CH2:9][N:10]2[C:13]2[C:17]3[CH2:18][N:19]([C:22]([O:24]C(C)(C)C)=O)[CH2:20][CH2:21][C:16]=3[N:15]([CH:29]3[CH2:35][CH2:34][CH2:33]O[CH2:31][CH2:30]3)[N:14]=2)=[CH:5][C:4]=1[C:36]1[CH:37]=[N:38][N:39]([CH3:41])[CH:40]=1.[CH:43]1([N:49]2C3CCN(C(OC(C)(C)C)=O)CC=3C(N3C4C(=CC(C5C=NN(C)C=5)=C(C(F)F)C=4)CCC3)=N2)CCCCC1.FC(F)(F)C(O)=O.C(N(CC)CC)C.CNC(N1C=CN=C1)=O. Given the product [CH:29]1([N:15]2[C:16]3[CH2:21][CH2:20][N:19]([C:22]([NH:49][CH3:43])=[O:24])[CH2:18][C:17]=3[C:13]([N:10]3[C:11]4[C:6](=[CH:5][C:4]([C:36]5[CH:37]=[N:38][N:39]([CH3:41])[CH:40]=5)=[C:3]([CH:2]([F:42])[F:1])[CH:12]=4)[CH2:7][CH2:8][CH2:9]3)=[N:14]2)[CH2:35][CH2:34][CH2:33][CH2:31][CH2:30]1, predict the reactants needed to synthesize it. (3) Given the product [O:4]1[C:5]2([CH2:10][CH2:9][C:8]([C:11]3[C:19]4[C:14](=[CH:15][CH:16]=[C:17]([Cl:20])[CH:18]=4)[NH:13][CH:12]=3)=[CH:7][CH2:6]2)[O:1][CH2:2][CH2:3]1, predict the reactants needed to synthesize it. The reactants are: [O:1]1[C:5]2([CH2:10][CH2:9][C:8]([C:11]3[C:19]4[C:14](=[CH:15][CH:16]=[CH:17][CH:18]=4)[NH:13][CH:12]=3)=[CH:7][CH2:6]2)[O:4][CH2:3][CH2:2]1.[Cl:20]C1C=C2C(=CC=1)NC=C2. (4) Given the product [CH3:25][C@@:17]1([OH:18])[C@H:19]([OH:20])[C@@H:21]([CH2:23][OH:24])[O:22][C@H:16]1[N:14]1[CH2:13][C:5]2=[CH:6][CH:7]=[C:8]3[C:9](=[O:12])[NH:10][NH:11][C:2](=[O:27])[C:3](=[C:4]23)[NH:15]1, predict the reactants needed to synthesize it. The reactants are: N[C:2]1[C:3]2[C:4]3[C:5](=[CH:13][N:14]([C@@H:16]4[O:22][C@H:21]([CH2:23][OH:24])[C@@H:19]([OH:20])[C@@:17]4([CH3:25])[OH:18])[N:15]=2)[CH:6]=[CH:7][C:8]=3[C:9](=[O:12])[NH:10][N:11]=1.N([O-])=[O:27].[Na+]. (5) Given the product [C:1]1([CH:9]=[CH:10][C:11]2[CH:17]=[CH:16][C:14]([OH:15])=[CH:13][CH:12]=2)[CH:8]=[C:6]([OH:7])[CH:5]=[C:3]([OH:4])[CH:2]=1.[CH2:84]([OH:85])[C@H:54]1[O:55][C@@H:56]2[O:61][C@H:62]3[C@H:67]([OH:68])[C@@H:66]([OH:69])[C@@H:65]([O:70][C@H:71]4[C@H:77]([OH:78])[C@@H:76]([OH:79])[C@@H:74]([O:75][C@H:20]5[C@H:21]([OH:93])[C@@H:22]([OH:92])[C@@H:23]([O:25][C@H:26]6[C@H:31]([OH:32])[C@@H:30]([OH:33])[C@@H:29]([O:34][C@H:35]7[C@H:40]([OH:41])[C@@H:39]([OH:42])[C@@H:38]([O:43][C@H:44]8[C@H:49]([OH:50])[C@@H:48]([OH:51])[C@@H:47]([O:52][C@H:53]1[C@H:58]([OH:59])[C@H:57]2[OH:60])[O:46][C@@H:45]8[CH2:86][OH:87])[O:37][C@@H:36]7[CH2:88][OH:89])[O:28][C@@H:27]6[CH2:90][OH:91])[O:24][C@@H:19]5[CH2:18][OH:94])[O:73][C@@H:72]4[CH2:80][OH:81])[O:64][C@@H:63]3[CH2:82][OH:83].[NH2:95][CH2:96][C:97]([OH:99])=[O:98].[C:1]1([CH:9]=[CH:10][C:11]2[CH:17]=[CH:16][C:14]([OH:15])=[CH:13][CH:12]=2)[CH:8]=[C:6]([OH:7])[CH:5]=[C:3]([OH:4])[CH:2]=1, predict the reactants needed to synthesize it. The reactants are: [C:1]1([CH:9]=[CH:10][C:11]2[CH:17]=[CH:16][C:14]([OH:15])=[CH:13][CH:12]=2)[CH:8]=[C:6]([OH:7])[CH:5]=[C:3]([OH:4])[CH:2]=1.[CH2:18]([OH:94])[C@H:19]1[O:24][C@@H:23]2[O:25][C@H:26]3[C@H:31]([OH:32])[C@@H:30]([OH:33])[C@@H:29]([O:34][C@H:35]4[C@H:40]([OH:41])[C@@H:39]([OH:42])[C@@H:38]([O:43][C@H:44]5[C@H:49]([OH:50])[C@@H:48]([OH:51])[C@@H:47]([O:52][C@H:53]6[C@H:58]([OH:59])[C@@H:57]([OH:60])[C@@H:56]([O:61][C@H:62]7[C@H:67]([OH:68])[C@@H:66]([OH:69])[C@@H:65]([O:70][C@H:71]8[C@H:77]([OH:78])[C@@H:76]([OH:79])[C@@H:74]([O:75][C@H:20]1[C@H:21]([OH:93])[C@H:22]2[OH:92])[O:73][C@@H:72]8[CH2:80][OH:81])[O:64][C@@H:63]7[CH2:82][OH:83])[O:55][C@@H:54]6[CH2:84][OH:85])[O:46][C@@H:45]5[CH2:86][OH:87])[O:37][C@@H:36]4[CH2:88][OH:89])[O:28][C@@H:27]3[CH2:90][OH:91].[NH2:95][CH2:96][C:97]([OH:99])=[O:98]. (6) Given the product [Br:20][CH2:17][C:5]1[C:6]([C:9]2[C:14]([Cl:15])=[CH:13][CH:12]=[CH:11][C:10]=2[Cl:16])=[N:7][O:8][C:4]=1[CH:1]1[CH2:3][CH2:2]1, predict the reactants needed to synthesize it. The reactants are: [CH:1]1([C:4]2[O:8][N:7]=[C:6]([C:9]3[C:14]([Cl:15])=[CH:13][CH:12]=[CH:11][C:10]=3[Cl:16])[C:5]=2[CH2:17]O)[CH2:3][CH2:2]1.P(Br)(Br)[Br:20].